From a dataset of Catalyst prediction with 721,799 reactions and 888 catalyst types from USPTO. Predict which catalyst facilitates the given reaction. (1) Reactant: [C:1]1(=[O:7])[NH:6][CH2:5][CH2:4][CH2:3][CH2:2]1.[OH-].[Na+].[Cl:10][C:11]1[CH:12]=[C:13]([CH:16]=[CH:17][C:18]=1[F:19])[CH2:14]Br.O. Product: [Cl:10][C:11]1[CH:12]=[C:13]([CH:16]=[CH:17][C:18]=1[F:19])[CH2:14][N:6]1[CH2:5][CH2:4][CH2:3][CH2:2][C:1]1=[O:7]. The catalyst class is: 237. (2) Reactant: [CH2:1]([NH:8][C:9]1[C:10]([C:19]([O:21][CH2:22][CH3:23])=[O:20])=[CH:11][N:12]([CH3:18])[C:13](=[O:17])[C:14]=1[CH:15]=O)[C:2]1[CH:7]=[CH:6][CH:5]=[CH:4][CH:3]=1.[NH2:24]O.C(=O)([O-])O.[Na+]. Product: [CH2:1]([NH:8][C:9]1[C:10]([C:19]([O:21][CH2:22][CH3:23])=[O:20])=[CH:11][N:12]([CH3:18])[C:13](=[O:17])[C:14]=1[C:15]#[N:24])[C:2]1[CH:7]=[CH:6][CH:5]=[CH:4][CH:3]=1. The catalyst class is: 15. (3) Reactant: C1C(=O)N([Cl:8])C(=O)C1.[CH:9]([Si:12]([CH:25]([CH3:27])[CH3:26])([CH:22]([CH3:24])[CH3:23])[O:13][C:14]([C:16]1[CH:21]=[N:20][CH:19]=[CH:18][N:17]=1)=[CH2:15])([CH3:11])[CH3:10]. Product: [Cl:8][CH:15]=[C:14]([C:16]1[CH:21]=[N:20][CH:19]=[CH:18][N:17]=1)[O:13][Si:12]([CH:9]([CH3:10])[CH3:11])([CH:22]([CH3:24])[CH3:23])[CH:25]([CH3:27])[CH3:26]. The catalyst class is: 116. (4) Reactant: C([O:8][C:9]1[CH:29]=[CH:28][C:12]([C:13]([NH:15][C:16]2[CH:21]=[CH:20][C:19]([C:22]3[CH:27]=[CH:26][CH:25]=[CH:24][CH:23]=3)=[CH:18][CH:17]=2)=[O:14])=[CH:11][C:10]=1[NH:30][C:31](=[O:39])[CH2:32][N:33]1[CH2:38][CH2:37][O:36][CH2:35][CH2:34]1)C1C=CC=CC=1. Product: [C:19]1([C:22]2[CH:23]=[CH:24][CH:25]=[CH:26][CH:27]=2)[CH:18]=[CH:17][C:16]([NH:15][C:13](=[O:14])[C:12]2[CH:28]=[CH:29][C:9]([OH:8])=[C:10]([NH:30][C:31](=[O:39])[CH2:32][N:33]3[CH2:34][CH2:35][O:36][CH2:37][CH2:38]3)[CH:11]=2)=[CH:21][CH:20]=1. The catalyst class is: 123. (5) Reactant: [CH3:1][O:2][C:3]1[CH:8]=[C:7]([CH3:9])[C:6]([S:10]([N:13]([CH2:15][C:16]2[O:20][CH:19]=[C:18]([C:21](O)=[O:22])[CH:17]=2)[CH3:14])(=[O:12])=[O:11])=[C:5]([CH3:24])[CH:4]=1.C1N=CN(C(N2C=NC=C2)=O)C=1.[CH3:37][N:38]1[CH2:43][CH2:42][CH2:41][CH:40]([CH2:44][N:45]2[CH2:50][CH2:49][NH:48][CH2:47][CH2:46]2)[CH2:39]1. Product: [CH3:1][O:2][C:3]1[CH:8]=[C:7]([CH3:9])[C:6]([S:10]([N:13]([CH3:14])[CH2:15][C:16]2[O:20][CH:19]=[C:18]([C:21]([N:48]3[CH2:47][CH2:46][N:45]([CH2:44][CH:40]4[CH2:41][CH2:42][CH2:43][N:38]([CH3:37])[CH2:39]4)[CH2:50][CH2:49]3)=[O:22])[CH:17]=2)(=[O:12])=[O:11])=[C:5]([CH3:24])[CH:4]=1. The catalyst class is: 26. (6) Reactant: [NH:1]1[CH2:6][CH2:5][O:4][CH2:3][CH2:2]1.FC(F)(F)S([C:12]1[CH:19]=[CH:18][C:15]([C:16]#[N:17])=[CH:14][CH:13]=1)(=O)=O. Product: [N:1]1([C:12]2[CH:19]=[CH:18][C:15]([C:16]#[N:17])=[CH:14][CH:13]=2)[CH2:6][CH2:5][O:4][CH2:3][CH2:2]1. The catalyst class is: 6.